Task: Regression. Given a peptide amino acid sequence and an MHC pseudo amino acid sequence, predict their binding affinity value. This is MHC class I binding data.. Dataset: Peptide-MHC class I binding affinity with 185,985 pairs from IEDB/IMGT (1) The peptide sequence is YMLDMTFPV. The MHC is HLA-C07:02 with pseudo-sequence HLA-C07:02. The binding affinity (normalized) is 0.401. (2) The peptide sequence is CPQKKKSQA. The MHC is HLA-B35:01 with pseudo-sequence HLA-B35:01. The binding affinity (normalized) is 0.